Predict the reactants needed to synthesize the given product. From a dataset of Full USPTO retrosynthesis dataset with 1.9M reactions from patents (1976-2016). (1) Given the product [N:30]1([C:2]2[CH:11]=[C:10]3[C:5]([CH:6]=[C:7]([C:12]([O:14][CH2:15][CH3:16])=[O:13])[CH:8]=[N:9]3)=[N:4][CH:3]=2)[CH2:34][CH2:33][CH2:32][CH2:31]1, predict the reactants needed to synthesize it. The reactants are: Br[C:2]1[CH:11]=[C:10]2[C:5]([CH:6]=[C:7]([C:12]([O:14][CH2:15][CH3:16])=[O:13])[CH:8]=[N:9]2)=[N:4][CH:3]=1.C(=O)([O-])[O-].[Cs+].[Cs+].C1(C)C=CC=CC=1.[NH:30]1[CH2:34][CH2:33][CH2:32][CH2:31]1. (2) Given the product [O:11]=[C:7]1[C:8]2[C:4](=[CH:3][C:2]([NH:1][C:23]([CH2:22][O:21][C:18](=[O:20])[CH3:19])=[O:24])=[CH:10][CH:9]=2)[CH2:5][CH2:6]1, predict the reactants needed to synthesize it. The reactants are: [NH2:1][C:2]1[CH:3]=[C:4]2[C:8](=[CH:9][CH:10]=1)[C:7](=[O:11])[CH2:6][CH2:5]2.N1C=CC=CC=1.[C:18]([O:21][CH2:22][C:23](Cl)=[O:24])(=[O:20])[CH3:19]. (3) Given the product [CH2:19]([N:11]([CH2:10][C:9]1[NH:5][N:6]=[N:7][N:8]=1)[C:12](=[O:18])[O:13][CH2:14][CH2:17][CH2:23][CH3:24])[CH3:20], predict the reactants needed to synthesize it. The reactants are: C(CC[N:5]1[C:9]([CH2:10][N:11]([CH2:19][CH3:20])[C:12](=[O:18])[O:13][C:14]([CH3:17])(C)C)=[N:8][N:7]=[N:6]1)#N.[OH-].[Na+].[CH2:23]1COC[CH2:24]1. (4) Given the product [S:1]1[C:5]2[CH:6]=[CH:7][CH:8]=[CH:9][C:4]=2[C:3]([C:10]2[CH:19]=[C:18]3[C:13]([N:14]=[CH:15][CH:16]=[N:17]3)=[C:12]([C:20]([NH:22][CH2:23][C:24]([OH:26])=[O:25])=[O:21])[C:11]=2[OH:29])=[CH:2]1, predict the reactants needed to synthesize it. The reactants are: [S:1]1[C:5]2[CH:6]=[CH:7][CH:8]=[CH:9][C:4]=2[C:3]([C:10]2[CH:19]=[C:18]3[C:13]([N:14]=[CH:15][CH:16]=[N:17]3)=[C:12]([C:20]([NH:22][CH2:23][C:24]([O:26]CC)=[O:25])=[O:21])[C:11]=2[OH:29])=[CH:2]1.[OH-].[Na+].